Predict the reactants needed to synthesize the given product. From a dataset of Full USPTO retrosynthesis dataset with 1.9M reactions from patents (1976-2016). (1) Given the product [ClH:18].[CH3:1][O:2][C:3]([C@@:5]1([NH2:10])[CH2:7][C@H:6]1[CH:8]=[CH2:9])=[O:4], predict the reactants needed to synthesize it. The reactants are: [CH3:1][O:2][C:3]([C@@:5]1([NH:10]C(OC(C)(C)C)=O)[CH2:7][C@H:6]1[CH:8]=[CH2:9])=[O:4].[ClH:18].CO. (2) Given the product [CH2:24]([O:23][CH2:22][CH2:21][CH2:20][N:12]1[CH:13]=[C:9]([B:4]2[O:3][C:2]([CH3:18])([CH3:1])[C:6]([CH3:7])([CH3:8])[O:5]2)[CH:10]=[C:11]1[C:14]([O:16][CH3:17])=[O:15])[C:25]1[CH:30]=[CH:29][CH:28]=[CH:27][CH:26]=1, predict the reactants needed to synthesize it. The reactants are: [CH3:1][C:2]1([CH3:18])[C:6]([CH3:8])([CH3:7])[O:5][B:4]([C:9]2[CH:10]=[C:11]([C:14]([O:16][CH3:17])=[O:15])[NH:12][CH:13]=2)[O:3]1.Br[CH2:20][CH2:21][CH2:22][O:23][CH2:24][C:25]1[CH:30]=[CH:29][CH:28]=[CH:27][CH:26]=1.C(=O)([O-])[O-].[Cs+].[Cs+]. (3) Given the product [CH:1]1[C:11]2[CH2:10][CH2:9][C:8]3[CH:12]=[CH:13][CH:14]=[CH:15][C:7]=3[N:6]([CH:27]3[CH2:28][CH2:29][C:25](=[O:30])[CH2:26]3)[C:5]=2[CH:4]=[CH:3][CH:2]=1, predict the reactants needed to synthesize it. The reactants are: [CH:1]1[C:11]2[CH2:10][CH2:9][C:8]3[CH:12]=[CH:13][CH:14]=[CH:15][C:7]=3[NH:6][C:5]=2[CH:4]=[CH:3][CH:2]=1.B(F)(F)F.O(CC)CC.[C:25]1(=[O:30])[CH2:29][CH2:28][CH:27]=[CH:26]1. (4) The reactants are: C1(O[C:8](=[O:25])[NH:9][CH:10]2[CH2:15][CH2:14][C:13]([N:22]([CH3:24])[CH3:23])([C:16]3[CH:21]=[CH:20][CH:19]=[CH:18][CH:17]=3)[CH2:12][CH2:11]2)C=CC=CC=1.[CH3:26][O:27][C:28]1[CH:29]=[C:30]2[C:34](=[CH:35][CH:36]=1)[NH:33][CH:32]=[C:31]2[CH:37]1[CH2:42][CH2:41][CH2:40][NH:39][CH2:38]1. Given the product [CH3:24][N:22]([CH3:23])[C:13]1([C:16]2[CH:17]=[CH:18][CH:19]=[CH:20][CH:21]=2)[CH2:12][CH2:11][CH:10]([NH:9][C:8]([N:39]2[CH2:40][CH2:41][CH2:42][CH:37]([C:31]3[C:30]4[C:34](=[CH:35][CH:36]=[C:28]([O:27][CH3:26])[CH:29]=4)[NH:33][CH:32]=3)[CH2:38]2)=[O:25])[CH2:15][CH2:14]1, predict the reactants needed to synthesize it. (5) Given the product [F:7][C:8]1[CH:20]=[C:19]([O:21][C:24]2[CH:29]=[N:28][C:27]([N+:30]([O-:32])=[O:31])=[CH:26][CH:25]=2)[C:18]([F:22])=[CH:17][C:9]=1[C:10]([NH:12][S:13]([CH3:16])(=[O:14])=[O:15])=[O:11], predict the reactants needed to synthesize it. The reactants are: C(=O)([O-])[O-].[K+].[K+].[F:7][C:8]1[CH:20]=[C:19]([OH:21])[C:18]([F:22])=[CH:17][C:9]=1[C:10]([NH:12][S:13]([CH3:16])(=[O:15])=[O:14])=[O:11].Br[C:24]1[CH:25]=[CH:26][C:27]([N+:30]([O-:32])=[O:31])=[N:28][CH:29]=1. (6) Given the product [Br:21][C:12]1[S:11][C:10]([C:8]([C:6]2[CH:7]=[C:2]3[C:3]([CH:22]=[C:23]([C:24]4[CH:25]=[CH:26][C:27]([C:28]([O:30][CH2:31][C:32]5[CH:37]=[CH:36][CH:35]=[CH:34][CH:33]=5)=[O:29])=[CH:38][CH:39]=4)[NH:1]3)=[CH:4][CH:5]=2)=[O:9])=[CH:14][C:13]=1[CH2:15][C:16]([O:18][CH2:19][CH3:20])=[O:17], predict the reactants needed to synthesize it. The reactants are: [NH2:1][C:2]1[CH:7]=[C:6]([C:8]([C:10]2[S:11][C:12]([Br:21])=[C:13]([CH2:15][C:16]([O:18][CH2:19][CH3:20])=[O:17])[CH:14]=2)=[O:9])[CH:5]=[CH:4][C:3]=1[C:22]#[C:23][C:24]1[CH:39]=[CH:38][C:27]([C:28]([O:30][CH2:31][C:32]2[CH:37]=[CH:36][CH:35]=[CH:34][CH:33]=2)=[O:29])=[CH:26][CH:25]=1.[Br-].[Br-].[Br-].[In+3]. (7) Given the product [C:11]([NH:14][C:15](=[CH:5][C:4]1[CH:7]=[CH:8][C:9]([Cl:10])=[C:2]([Cl:1])[CH:3]=1)[C:16]([OH:18])=[O:17])(=[O:13])[CH3:12], predict the reactants needed to synthesize it. The reactants are: [Cl:1][C:2]1[CH:3]=[C:4]([CH:7]=[CH:8][C:9]=1[Cl:10])[CH:5]=O.[C:11]([NH:14][CH2:15][C:16]([OH:18])=[O:17])(=[O:13])[CH3:12].CC([O-])=O.[Na+].O. (8) Given the product [C:31]([C:22]1[CH:21]=[C:20]([F:19])[CH:25]=[CH:24][C:23]=1[CH2:26][C:27]([O:29][CH3:30])=[O:28])#[CH:32], predict the reactants needed to synthesize it. The reactants are: CCCC[N+](CCCC)(CCCC)CCCC.[F-].[F:19][C:20]1[CH:25]=[CH:24][C:23]([CH2:26][C:27]([O:29][CH3:30])=[O:28])=[C:22]([C:31]#[C:32][Si](C)(C)C)[CH:21]=1.